This data is from Full USPTO retrosynthesis dataset with 1.9M reactions from patents (1976-2016). The task is: Predict the reactants needed to synthesize the given product. (1) Given the product [CH2:8]([O:10][C:11]([C:13]1([CH2:18][O:19][C:20]2[CH:25]=[CH:24][C:23]([C:26]3[CH:27]=[CH:28][C:29]([F:32])=[CH:30][CH:31]=3)=[CH:22][CH:21]=2)[CH2:17][CH2:16][N:15]([C:5]([CH:1]2[CH2:4][CH2:3][CH2:2]2)=[O:6])[CH2:14]1)=[O:12])[CH3:9], predict the reactants needed to synthesize it. The reactants are: [CH:1]1([C:5](Cl)=[O:6])[CH2:4][CH2:3][CH2:2]1.[CH2:8]([O:10][C:11]([C:13]1([CH2:18][O:19][C:20]2[CH:25]=[CH:24][C:23]([C:26]3[CH:31]=[CH:30][C:29]([F:32])=[CH:28][CH:27]=3)=[CH:22][CH:21]=2)[CH2:17][CH2:16][NH:15][CH2:14]1)=[O:12])[CH3:9]. (2) Given the product [CH:3]12[CH2:10][CH:4]1[CH2:5][CH2:6][CH:1]([C:7]([OH:9])=[O:8])[CH2:2]2, predict the reactants needed to synthesize it. The reactants are: [CH:1]1([C:7]([OH:9])=[O:8])[CH2:6][CH2:5][CH:4]=[CH:3][CH2:2]1.[C:10]1(C)C=CC=CC=1.ICI.Cl. (3) Given the product [Cl:43][C:40]1[CH:41]=[C:42]2[C:37](=[CH:38][CH:39]=1)[N:36]([C:47]1[N:5]=[C:4]([NH:21][CH2:20][C:19]3[CH:22]=[CH:23][C:16]([O:15][CH3:14])=[CH:17][CH:18]=3)[C:3]3[C:2](=[CH:9][CH:8]=[C:7]([C:10]([F:11])([F:12])[F:13])[CH:6]=3)[N:1]=1)[CH:35]=[C:34]2[C:32](=[O:33])[CH2:31][CH2:30][C:29]([OH:28])=[O:44], predict the reactants needed to synthesize it. The reactants are: [NH2:1][C:2]1[CH:9]=[CH:8][C:7]([C:10]([F:13])([F:12])[F:11])=[CH:6][C:3]=1[C:4]#[N:5].[CH3:14][O:15][C:16]1[CH:23]=[CH:22][C:19]([CH2:20][NH2:21])=[CH:18][CH:17]=1.C[Si](C)(C)CC[O:28][C:29](=[O:44])[CH2:30][CH2:31][C:32]([C:34]1[C:42]2[C:37](=[CH:38][CH:39]=[C:40]([Cl:43])[CH:41]=2)[NH:36][CH:35]=1)=[O:33].[CH3:47]CCC[N+](CCCC)(CCCC)CCCC.[F-].Cl. (4) Given the product [O:20]=[C:17]1[C:8]2[CH:9]=[CH:10][CH:11]=[C:12]3[O:13][C:14]4[CH:15]=[CH:16][C:3]([CH2:2][NH:1][C:47]([CH:46]5[CH2:50][CH2:51][CH2:52][NH:45]5)=[O:48])=[CH:4][C:5]=4[C:6]([C:7]=23)=[N:19][NH:18]1, predict the reactants needed to synthesize it. The reactants are: [NH2:1][CH2:2][C:3]1[CH:16]=[CH:15][C:14]2[O:13][C:12]3[C:7]4=[C:8]([C:17](=[O:20])[NH:18][N:19]=[C:6]4[C:5]=2[CH:4]=1)[CH:9]=[CH:10][CH:11]=3.C(N(CC)CC)C.C([N:45]1[CH2:52][CH2:51][CH2:50][C@H:46]1[C:47](Cl)=[O:48])(OCC1C2C(=CC=CC=2)C2C1=CC=CC=2)=O.O. (5) Given the product [N:1]1([C:14]([O:16][C:17]([CH3:20])([CH3:19])[CH3:18])=[O:15])[CH2:10][C:9]2[C:4](=[CH:5][CH:6]=[CH:7][CH:8]=2)[CH2:3][C@@H:2]1[C:11]([N:34]([O:35][CH3:22])[CH3:29])=[O:13], predict the reactants needed to synthesize it. The reactants are: [N:1]1([C:14]([O:16][C:17]([CH3:20])([CH3:19])[CH3:18])=[O:15])[CH2:10][C:9]2[C:4](=[CH:5][CH:6]=[CH:7][CH:8]=2)[CH2:3][C@@H:2]1[C:11]([OH:13])=O.Cl.[CH3:22]OCN.C1C=C[C:29]2[N:34]([OH:35])N=NC=2C=1.C(Cl)CCl.CCN(C(C)C)C(C)C. (6) The reactants are: [NH:1]1[C:9]2[C:4](=[CH:5][CH:6]=[CH:7][CH:8]=2)[C:3]([C:10]2[N:11]=[N:12][N:13]([C:15]3[CH:20]=[CH:19][C:18]([C:21]4[CH2:22][CH2:23][N:24]([C:27]([O:29][C:30]([CH3:33])([CH3:32])[CH3:31])=[O:28])[CH2:25][CH:26]=4)=[CH:17][CH:16]=3)[CH:14]=2)=[N:2]1.C([O-])=O.[NH4+]. Given the product [NH:1]1[C:9]2[C:4](=[CH:5][CH:6]=[CH:7][CH:8]=2)[C:3]([C:10]2[N:11]=[N:12][N:13]([C:15]3[CH:16]=[CH:17][C:18]([CH:21]4[CH2:26][CH2:25][N:24]([C:27]([O:29][C:30]([CH3:33])([CH3:32])[CH3:31])=[O:28])[CH2:23][CH2:22]4)=[CH:19][CH:20]=3)[CH:14]=2)=[N:2]1, predict the reactants needed to synthesize it. (7) The reactants are: C[O:2][C:3]([C:5]1[N:6]=[C:7]([C:24]#[N:25])[C:8]2[C:9](=[O:23])[N:10]([CH2:16][C:17]3[CH:22]=[CH:21][CH:20]=[CH:19][CH:18]=3)[CH:11]=[CH:12][C:13]=2[C:14]=1[OH:15])=O.[NH2:26][CH2:27][C:28]1[CH:33]=[CH:32][N:31]=[CH:30][CH:29]=1.C(O)(=O)C.O. Given the product [N:31]1[CH:32]=[CH:33][C:28]([CH2:27][NH:26][C:3]([C:5]2[N:6]=[C:7]([C:24]#[N:25])[C:8]3[C:9](=[O:23])[N:10]([CH2:16][C:17]4[CH:18]=[CH:19][CH:20]=[CH:21][CH:22]=4)[CH:11]=[CH:12][C:13]=3[C:14]=2[OH:15])=[O:2])=[CH:29][CH:30]=1, predict the reactants needed to synthesize it.